This data is from Full USPTO retrosynthesis dataset with 1.9M reactions from patents (1976-2016). The task is: Predict the reactants needed to synthesize the given product. (1) Given the product [OH:57][CH:55]([CH3:56])[CH2:54][O:53][C:52]1[CH:58]=[CH:59][C:49]([CH2:48][NH:47][C:12]([C:7]2[S:8][C:9]([CH3:11])=[C:10]3[C:6]=2[CH2:5][C@H:4]2[C:2]([CH3:1])([CH3:15])[C@H:3]23)=[O:14])=[C:50]([O:60][CH3:61])[CH:51]=1, predict the reactants needed to synthesize it. The reactants are: [CH3:1][C:2]1([CH3:15])[C@@H:4]2[CH2:5][C:6]3[C:10]([C@H:3]12)=[C:9]([CH3:11])[S:8][C:7]=3[C:12]([OH:14])=O.CN(C(ON1N=NC2C=CC=CC1=2)=[N+](C)C)C.[B-](F)(F)(F)F.C(N(C(C)C)C(C)C)C.[NH2:47][CH2:48][C:49]1[CH:59]=[CH:58][C:52]([O:53][CH2:54][CH:55]([OH:57])[CH3:56])=[CH:51][C:50]=1[O:60][CH3:61]. (2) Given the product [CH2:20]([NH:22][C:23]([N:15]1[C:16]([CH2:18][CH3:19])=[CH:17][C:13]([O:12][C:3]2[C:2]([Cl:1])=[CH:7][C:6]([C:8]([F:10])([F:11])[F:9])=[CH:5][N:4]=2)=[N:14]1)=[O:24])[CH3:21], predict the reactants needed to synthesize it. The reactants are: [Cl:1][C:2]1[C:3]([O:12][C:13]2[CH:17]=[C:16]([CH2:18][CH3:19])[NH:15][N:14]=2)=[N:4][CH:5]=[C:6]([C:8]([F:11])([F:10])[F:9])[CH:7]=1.[CH2:20]([N:22]=[C:23]=[O:24])[CH3:21]. (3) Given the product [CH2:6]([C:8]1[C@H:13]2[C@H:16]([CH2:15][C:14]2=[CH:30][C:31]([O:33][C:34]([CH3:37])([CH3:36])[CH3:35])=[O:32])[CH2:10][CH:9]=1)[CH3:7], predict the reactants needed to synthesize it. The reactants are: C([O-])(=O)C.[K+].[CH2:6]([C:8]([CH2:13][CH2:14][CH:15]=[CH2:16])=[CH:9][C:10](O)=O)[CH3:7].C(OC(=O)C)(=O)C.COP([CH2:30][C:31]([O:33][C:34]([CH3:37])([CH3:36])[CH3:35])=[O:32])(OC)=O.[Cl-].[Li+].N12CCCN=C1CCCCC2. (4) Given the product [F:34][C:24]([F:23])([F:33])[O:35][C:40]1[CH:45]=[CH:44][C:43]([CH2:57][NH:48][C:19]([C:17]2[S:16][C:11]3[N:10]([C:9](=[O:22])[N:8]([CH2:1][C:2]4[CH:3]=[CH:4][CH:5]=[CH:6][CH:7]=4)[C:13](=[O:14])[C:12]=3[CH3:15])[CH:18]=2)=[O:21])=[CH:42][CH:41]=1, predict the reactants needed to synthesize it. The reactants are: [CH2:1]([N:8]1[C:13](=[O:14])[C:12]([CH3:15])=[C:11]2[S:16][C:17]([C:19]([OH:21])=O)=[CH:18][N:10]2[C:9]1=[O:22])[C:2]1[CH:7]=[CH:6][CH:5]=[CH:4][CH:3]=1.[F:23][C:24]([F:34])([F:33])C1C=CC(CN)=CC=1.[OH2:35].ON1[C:41]2[CH:42]=[CH:43][CH:44]=[CH:45][C:40]=2N=N1.Cl.C[N:48]([CH3:57])CCCN=C=NCC. (5) The reactants are: [CH2:1]([NH:8][CH:9]1[CH2:15][CH2:14][CH2:13][C:12]2[CH:16]=[CH:17][C:18]([O:20][CH:21]([CH3:23])[CH3:22])=[CH:19][C:11]=2[CH2:10]1)[C:2]1[CH:7]=[CH:6][CH:5]=[CH:4][CH:3]=1.[O:24]([CH2:31][C@H:32]1[O:34][CH2:33]1)[C:25]1[CH:30]=[CH:29][CH:28]=[CH:27][CH:26]=1.FC(F)(F)S([O-])(=O)=O.[Yb+3].FC(F)(F)S([O-])(=O)=O.FC(F)(F)S([O-])(=O)=O.C(=O)([O-])O.[Na+]. Given the product [CH2:1]([N:8]([CH2:33][C@H:32]([OH:34])[CH2:31][O:24][C:25]1[CH:30]=[CH:29][CH:28]=[CH:27][CH:26]=1)[CH:9]1[CH2:15][CH2:14][CH2:13][C:12]2[CH:16]=[CH:17][C:18]([O:20][CH:21]([CH3:23])[CH3:22])=[CH:19][C:11]=2[CH2:10]1)[C:2]1[CH:3]=[CH:4][CH:5]=[CH:6][CH:7]=1, predict the reactants needed to synthesize it. (6) Given the product [CH:1]1([CH:7]([NH:26][C:27]2[CH:28]=[CH:29][C:30]([C:33]([NH:35][CH2:36][CH2:37][C:38]([OH:40])=[O:39])=[O:34])=[CH:31][CH:32]=2)[C:9]2[C:10]([CH2:24][CH3:25])=[N:11][N:12]([C:14]3[CH:19]=[CH:18][C:17]([C:20]([F:23])([F:22])[F:21])=[CH:16][N:15]=3)[CH:13]=2)[CH2:6][CH2:5][CH2:4][CH2:3][CH2:2]1, predict the reactants needed to synthesize it. The reactants are: [CH:1]1([CH:7]([C:9]2[C:10]([CH2:24][CH3:25])=[N:11][N:12]([C:14]3[CH:19]=[CH:18][C:17]([C:20]([F:23])([F:22])[F:21])=[CH:16][N:15]=3)[CH:13]=2)O)[CH2:6][CH2:5][CH2:4][CH2:3][CH2:2]1.[NH2:26][C:27]1[CH:32]=[CH:31][C:30]([C:33]([NH:35][CH2:36][CH2:37][C:38]([O:40]CC)=[O:39])=[O:34])=[CH:29][CH:28]=1.